From a dataset of Reaction yield outcomes from USPTO patents with 853,638 reactions. Predict the reaction yield, written as a fraction of the theoretical maximum amount of product (1.0 means a 100% yield; for example, 0.34 means a 34% yield). (1) The reactants are [C:1]1([C:7]2([C:12]3[CH:29]=[CH:28][C:15]([CH2:16][N:17]4[CH2:22][CH2:21][N:20]([CH2:23][C:24]([NH:26][NH2:27])=[O:25])[CH2:19][CH2:18]4)=[CH:14][CH:13]=3)OCC[O:8]2)[CH:6]=[CH:5][CH:4]=[CH:3][CH:2]=1.Cl. The catalyst is CO. The product is [C:7]([C:12]1[CH:13]=[CH:14][C:15]([CH2:16][N:17]2[CH2:18][CH2:19][N:20]([CH2:23][C:24]([NH:26][NH2:27])=[O:25])[CH2:21][CH2:22]2)=[CH:28][CH:29]=1)(=[O:8])[C:1]1[CH:2]=[CH:3][CH:4]=[CH:5][CH:6]=1. The yield is 0.450. (2) The reactants are [Cl:1][C:2]1[CH:7]=[CH:6][C:5]([O:8][CH3:9])=[CH:4][C:3]=1[NH:10][C:11]1[C:12]([NH:21][S:22]([C:25]2[CH:30]=[CH:29][CH:28]=[C:27]([C:31]#N)[CH:26]=2)(=[O:24])=[O:23])=[N:13][C:14]2[C:19]([N:20]=1)=[CH:18][CH:17]=[CH:16][CH:15]=2.O1CCOCC1.[OH-:39].[Na+].Cl.C[OH:43]. The catalyst is C(OCC)(=O)C. The product is [Cl:1][C:2]1[CH:7]=[CH:6][C:5]([O:8][CH3:9])=[CH:4][C:3]=1[NH:10][C:11]1[C:12]([NH:21][S:22]([C:25]2[CH:26]=[C:27]([CH:28]=[CH:29][CH:30]=2)[C:31]([OH:43])=[O:39])(=[O:24])=[O:23])=[N:13][C:14]2[C:19]([N:20]=1)=[CH:18][CH:17]=[CH:16][CH:15]=2. The yield is 0.940. (3) The reactants are [C:1]([O:5][C:6]([NH:8][CH:9]([CH3:16])[CH2:10]OS(C)(=O)=O)=[O:7])([CH3:4])([CH3:3])[CH3:2].[NH:17]1[CH2:22][CH2:21][O:20][CH2:19][CH2:18]1.C([O-])([O-])=O.[K+].[K+]. The catalyst is CC#N. The product is [C:1]([O:5][C:6](=[O:7])[NH:8][CH:9]([CH3:16])[CH2:10][N:17]1[CH2:22][CH2:21][O:20][CH2:19][CH2:18]1)([CH3:4])([CH3:3])[CH3:2]. The yield is 0.620. (4) The reactants are [Cl:1][C:2]1[CH:7]=[C:6]([C:8]#[C:9][C:10]2[CH:15]=[CH:14][CH:13]=[CH:12][CH:11]=2)[CH:5]=[CH:4][C:3]=1[N:16]1[C:25](=[O:26])[C:24]2[C:19](=[CH:20][CH:21]=[CH:22][CH:23]=2)[NH:18][C:17]1=[O:27].[C:28](=O)([O-])[O-].[K+].[K+].IC. The catalyst is CC(C)=O. The product is [Cl:1][C:2]1[CH:7]=[C:6]([C:8]#[C:9][C:10]2[CH:11]=[CH:12][CH:13]=[CH:14][CH:15]=2)[CH:5]=[CH:4][C:3]=1[N:16]1[C:25](=[O:26])[C:24]2[C:19](=[CH:20][CH:21]=[CH:22][CH:23]=2)[N:18]([CH3:28])[C:17]1=[O:27]. The yield is 0.810. (5) The reactants are Cl.[NH2:2][OH:3].C[O-].[Na+].[Cl:7][C:8]1[S:32][C:11]2[NH:12][C:13]([C:15]([NH:17][CH:18]3[CH2:27][C:26]4[C:21](=[CH:22][CH:23]=[CH:24][CH:25]=4)[N:20]([CH2:28][C:29]#[N:30])[C:19]3=[O:31])=[O:16])=[CH:14][C:10]=2[CH:9]=1. The catalyst is CO.C1COCC1.CCOC(C)=O. The product is [NH2:30]/[C:29](=[N:2]\[OH:3])/[CH2:28][N:20]1[C:21]2[C:26](=[CH:25][CH:24]=[CH:23][CH:22]=2)[CH2:27][CH:18]([NH:17][C:15]([C:13]2[NH:12][C:11]3[S:32][C:8]([Cl:7])=[CH:9][C:10]=3[CH:14]=2)=[O:16])[C:19]1=[O:31]. The yield is 1.00. (6) The reactants are [C:1]([C:3]1[C:4]([NH2:9])=[N:5][CH:6]=[CH:7][CH:8]=1)#[CH:2].[C:10]1([S:16][CH2:17][C:18]2[CH:23]=[CH:22][C:21]([CH2:24]C(Cl)=NO)=CC=2)[CH:15]=[CH:14][CH:13]=[CH:12][CH:11]=1.[CH2:29]([N:31](CC)CC)[CH3:30].[O:36]1CCCC1. No catalyst specified. The product is [C:17]1([S:16][C:10]2[CH:11]=[CH:12][C:13]([CH2:30][C:29]3[CH:2]=[C:1]([C:3]4[C:4]([NH2:9])=[N:5][CH:6]=[CH:7][CH:8]=4)[O:36][N:31]=3)=[CH:14][CH:15]=2)[CH:18]=[CH:23][CH:22]=[CH:21][CH:24]=1. The yield is 0.260. (7) The reactants are [CH3:1][O:2][C:3]1[CH:12]=[C:11]([O:13][CH3:14])[C:10]2[C:5](=[CH:6][CH:7]=[CH:8][CH:9]=2)[N:4]=1.[Li]CCCC.Cl[C:21]([O:23][CH2:24][CH3:25])=[O:22].O. The catalyst is C1COCC1. The yield is 0.600. The product is [CH3:1][O:2][C:3]1[C:12]([C:21]([O:23][CH2:24][CH3:25])=[O:22])=[C:11]([O:13][CH3:14])[C:10]2[C:5](=[CH:6][CH:7]=[CH:8][CH:9]=2)[N:4]=1. (8) The reactants are C=O.[NH:3]1[CH2:8][CH2:7][CH:6]([C:9]2[CH:14]=[CH:13][C:12]([NH:15][C:16]3[N:21]=[C:20]([CH2:22][CH2:23][C:24]4[CH:29]=[CH:28][CH:27]=[CH:26][C:25]=4[C:30]4([C:33]([NH2:35])=[O:34])[CH2:32][CH2:31]4)[C:19]([C:36]([F:39])([F:38])[F:37])=[CH:18][N:17]=3)=[CH:11][CH:10]=2)[CH2:5][CH2:4]1.[C:40](O[BH-](OC(=O)C)OC(=O)C)(=O)C.[Na+]. The catalyst is CO. The product is [CH3:40][N:3]1[CH2:8][CH2:7][CH:6]([C:9]2[CH:10]=[CH:11][C:12]([NH:15][C:16]3[N:21]=[C:20]([CH2:22][CH2:23][C:24]4[CH:29]=[CH:28][CH:27]=[CH:26][C:25]=4[C:30]4([C:33]([NH2:35])=[O:34])[CH2:31][CH2:32]4)[C:19]([C:36]([F:39])([F:38])[F:37])=[CH:18][N:17]=3)=[CH:13][CH:14]=2)[CH2:5][CH2:4]1. The yield is 0.880.